Dataset: Reaction yield outcomes from USPTO patents with 853,638 reactions. Task: Predict the reaction yield, written as a fraction of the theoretical maximum amount of product (1.0 means a 100% yield; for example, 0.34 means a 34% yield). (1) The reactants are [OH:1][CH:2]1[CH2:7][C:6]([N+:14]([O-:16])=[O:15])([C:8]2[CH:13]=[CH:12][CH:11]=[CH:10][CH:9]=2)[CH2:5][N:4]([CH3:17])[C:3]1=[O:18].C(N(C(C)C)C(C)C)C.[CH3:28][O:29][CH2:30]Cl. The catalyst is COCCOC. The product is [CH3:28][O:29][CH2:30][O:1][CH:2]1[CH2:7][C:6]([N+:14]([O-:16])=[O:15])([C:8]2[CH:13]=[CH:12][CH:11]=[CH:10][CH:9]=2)[CH2:5][N:4]([CH3:17])[C:3]1=[O:18]. The yield is 0.510. (2) The reactants are C(OC(=O)[N:7]([C:19]1[CH:24]=[CH:23][C:22]([CH:25]([C:27]2[C:35]3[C:30](=[N:31][CH:32]=[C:33]([O:36][CH3:37])[CH:34]=3)[N:29]([S:38]([C:41]3[CH:46]=[CH:45][CH:44]=[CH:43][CH:42]=3)(=[O:40])=[O:39])[CH:28]=2)O)=[C:21]([F:47])[N:20]=1)[CH2:8][C:9]1[CH:10]=[N:11][C:12]([C:15]([F:18])([F:17])[F:16])=[CH:13][CH:14]=1)(C)(C)C.C([SiH](CC)CC)C.FC(F)(F)C(O)=O.C(=O)([O-])[O-].[K+].[K+]. The catalyst is C(#N)C. The product is [C:41]1([S:38]([N:29]2[C:30]3=[N:31][CH:32]=[C:33]([O:36][CH3:37])[CH:34]=[C:35]3[C:27]([CH2:25][C:22]3[CH:23]=[CH:24][C:19]([NH:7][CH2:8][C:9]4[CH:10]=[N:11][C:12]([C:15]([F:16])([F:17])[F:18])=[CH:13][CH:14]=4)=[N:20][C:21]=3[F:47])=[CH:28]2)(=[O:39])=[O:40])[CH:42]=[CH:43][CH:44]=[CH:45][CH:46]=1. The yield is 1.00. (3) The reactants are C[O:2][C:3]1[CH:4]=[C:5]2[C:10](=[CH:11][CH:12]=1)[N:9]=[C:8]([CH2:13][N:14]1[CH2:19][CH2:18][CH:17]([C:20]([O:22][CH3:23])=[O:21])[CH2:16][CH2:15]1)[N:7]=[CH:6]2.B(Br)(Br)Br.O=S(Cl)Cl.C([O-])(O)=O.[Na+]. The catalyst is C(Cl)Cl.CO. The product is [OH:2][C:3]1[CH:4]=[C:5]2[C:10](=[CH:11][CH:12]=1)[N:9]=[C:8]([CH2:13][N:14]1[CH2:15][CH2:16][CH:17]([C:20]([O:22][CH3:23])=[O:21])[CH2:18][CH2:19]1)[N:7]=[CH:6]2. The yield is 0.770.